From a dataset of Catalyst prediction with 721,799 reactions and 888 catalyst types from USPTO. Predict which catalyst facilitates the given reaction. (1) Reactant: [CH3:1][N:2]1[C:8]2[CH:9]=[CH:10][CH:11]=[CH:12][C:7]=2[CH2:6][NH:5][C:4]2[CH:13]=[CH:14][CH:15]=[CH:16][C:3]1=2.C(N(CC)C(C)C)(C)C.[CH:26]1([C:32]2[CH:40]=[CH:39][C:35]([C:36](Cl)=[O:37])=[CH:34][CH:33]=2)[CH2:31][CH2:30][CH2:29][CH2:28][CH2:27]1. Product: [CH:26]1([C:32]2[CH:33]=[CH:34][C:35]([C:36]([N:5]3[CH2:6][C:7]4[CH:12]=[CH:11][CH:10]=[CH:9][C:8]=4[N:2]([CH3:1])[C:3]4[CH:16]=[CH:15][CH:14]=[CH:13][C:4]3=4)=[O:37])=[CH:39][CH:40]=2)[CH2:27][CH2:28][CH2:29][CH2:30][CH2:31]1. The catalyst class is: 4. (2) Reactant: [NH2:1][C:2]1[CH:3]([CH2:8][C:9]2[CH:14]=[CH:13][CH:12]=[CH:11][C:10]=2[Cl:15])[C:4](=[O:7])[NH:5][N:6]=1.O=[C:17]([C:24]1[CH:29]=[CH:28][N:27]=[CH:26][CH:25]=1)[CH2:18][C:19](OCC)=[O:20]. Product: [Cl:15][C:10]1[CH:11]=[CH:12][CH:13]=[CH:14][C:9]=1[CH2:8][C:3]1[C:4]([OH:7])=[N:5][N:6]2[C:19](=[O:20])[CH:18]=[C:17]([C:24]3[CH:29]=[CH:28][N:27]=[CH:26][CH:25]=3)[NH:1][C:2]=12. The catalyst class is: 15. (3) Reactant: [NH:1]1[CH2:7][C:5](=[O:6])[NH:4][C:2]1=[O:3].[Cl:8][C:9]1[CH:10]=[CH:11][C:12]([F:37])=[C:13]([NH:15][C:16]2[CH:21]=[C:20]([NH:22][CH2:23][CH:24]([N:26]3[CH2:31][CH2:30][O:29][CH2:28][CH2:27]3)[CH3:25])[N:19]3[N:32]=[CH:33][C:34]([CH:35]=O)=[C:18]3[N:17]=2)[CH:14]=1.N1CCCCC1. Product: [Cl:8][C:9]1[CH:10]=[CH:11][C:12]([F:37])=[C:13]([NH:15][C:16]2[CH:21]=[C:20]([NH:22][CH2:23][CH:24]([N:26]3[CH2:27][CH2:28][O:29][CH2:30][CH2:31]3)[CH3:25])[N:19]3[N:32]=[CH:33][C:34]([CH:35]=[C:7]4[NH:1][C:2](=[O:3])[NH:4][C:5]4=[O:6])=[C:18]3[N:17]=2)[CH:14]=1. The catalyst class is: 40. (4) Reactant: [CH:1]1([CH2:4][N:5]2[C:9]3[CH:10]=[CH:11][C:12]([C:14](O)=[O:15])=[CH:13][C:8]=3[N:7]=[C:6]2[CH2:17][C:18]2[CH:23]=[CH:22][C:21]([O:24][CH2:25][CH3:26])=[CH:20][N:19]=2)[CH2:3][CH2:2]1.CN(C(ON1N=NC2[CH:38]=[CH:39][CH:40]=[N:41][C:36]1=2)=[N+](C)C)C.F[P-](F)(F)(F)(F)F.CCN(C(C)C)C(C)C.N1CCCC1. Product: [CH:1]1([CH2:4][N:5]2[C:9]3[CH:10]=[CH:11][C:12]([C:14]([N:41]4[CH2:40][CH2:39][CH2:38][CH2:36]4)=[O:15])=[CH:13][C:8]=3[N:7]=[C:6]2[CH2:17][C:18]2[CH:23]=[CH:22][C:21]([O:24][CH2:25][CH3:26])=[CH:20][N:19]=2)[CH2:3][CH2:2]1. The catalyst class is: 3. (5) Reactant: [OH:1][CH2:2][CH2:3][O:4][C:5]1[CH:6]=[CH:7][C:8]([C:21]2[NH:30][C:29](=[O:31])[C:28]3[C:23](=[CH:24][C:25]([O:34][CH3:35])=[CH:26][C:27]=3[O:32][CH3:33])[N:22]=2)=[N:9][C:10]=1[C:11]1[CH:16]=[CH:15][CH:14]=[C:13]([S:17]([CH3:20])(=[O:19])=[O:18])[CH:12]=1.[CH3:36][S:37]([OH:40])(=[O:39])=[O:38]. Product: [CH3:36][S:37]([OH:40])(=[O:39])=[O:38].[OH:1][CH2:2][CH2:3][O:4][C:5]1[CH:6]=[CH:7][C:8]([C:21]2[NH:30][C:29](=[O:31])[C:28]3[C:23](=[CH:24][C:25]([O:34][CH3:35])=[CH:26][C:27]=3[O:32][CH3:33])[N:22]=2)=[N:9][C:10]=1[C:11]1[CH:16]=[CH:15][CH:14]=[C:13]([S:17]([CH3:20])(=[O:19])=[O:18])[CH:12]=1. The catalyst class is: 98. (6) Reactant: [NH:1]1[CH2:6][CH2:5][CH2:4][C@@H:3]([N:7]2[C:11]3[CH:12]=[CH:13][CH:14]=[CH:15][C:10]=3[N:9]=[C:8]2[C@@H:16]([NH:18][C:19]2[N:27]=[CH:26][N:25]=[C:24]3[C:20]=2[N:21]=[CH:22][NH:23]3)[CH3:17])[CH2:2]1.[CH3:28][N:29]([CH2:31][C:32](O)=[O:33])[CH3:30].C1C=NC2N(O)N=NC=2C=1.Cl.CN(C)CCCN=C=NCC.CN1CCOCC1. Product: [N:27]1[C:19]([NH:18][C@H:16]([C:8]2[N:7]([C@@H:3]3[CH2:4][CH2:5][CH2:6][N:1]([C:32](=[O:33])[CH2:31][N:29]([CH3:30])[CH3:28])[CH2:2]3)[C:11]3[CH:12]=[CH:13][CH:14]=[CH:15][C:10]=3[N:9]=2)[CH3:17])=[C:20]2[C:24]([NH:23][CH:22]=[N:21]2)=[N:25][CH:26]=1. The catalyst class is: 2.